This data is from Full USPTO retrosynthesis dataset with 1.9M reactions from patents (1976-2016). The task is: Predict the reactants needed to synthesize the given product. (1) Given the product [F:46][C:40]1[CH:41]=[CH:42][CH:43]=[C:44]([F:45])[C:39]=1[C:37]1[S:38][C:34]([NH:33][C:31](=[O:32])[O:30][C:26]([CH3:28])([CH3:27])[CH3:29])=[C:35]([C:47](=[O:48])[NH:23][C:7]2[CH:6]=[N:5][N:4]([CH:1]3[CH2:3][CH2:2]3)[C:8]=2[N:9]2[CH2:15][CH2:14][CH2:13][C@@H:12]([NH:16][C:17](=[O:22])[C:18]([F:21])([F:20])[F:19])[CH2:11][CH2:10]2)[N:36]=1, predict the reactants needed to synthesize it. The reactants are: [CH:1]1([N:4]2[C:8]([N:9]3[CH2:15][CH2:14][CH2:13][C@@H:12]([NH:16][C:17](=[O:22])[C:18]([F:21])([F:20])[F:19])[CH2:11][CH2:10]3)=[C:7]([N+:23]([O-])=O)[CH:6]=[N:5]2)[CH2:3][CH2:2]1.[C:26]([O:30][C:31]([NH:33][C:34]1[S:38][C:37]([C:39]2[C:44]([F:45])=[CH:43][CH:42]=[CH:41][C:40]=2[F:46])=[N:36][C:35]=1[C:47](O)=[O:48])=[O:32])([CH3:29])([CH3:28])[CH3:27]. (2) Given the product [CH3:8][C:5]1[N:4]([CH2:9][C:10]([O:12][C:13]([CH3:16])([CH3:15])[CH3:14])=[O:11])[C:3](=[O:17])[C:2]([NH:1][S:27]([CH2:26][C:23]2[CH:22]=[CH:21][C:20]([C:19]([F:18])([F:31])[F:32])=[CH:25][CH:24]=2)(=[O:29])=[O:28])=[CH:7][CH:6]=1, predict the reactants needed to synthesize it. The reactants are: [NH2:1][C:2]1[C:3](=[O:17])[N:4]([CH2:9][C:10]([O:12][C:13]([CH3:16])([CH3:15])[CH3:14])=[O:11])[C:5]([CH3:8])=[CH:6][CH:7]=1.[F:18][C:19]([F:32])([F:31])[C:20]1[CH:25]=[CH:24][C:23]([CH2:26][S:27](Cl)(=[O:29])=[O:28])=[CH:22][CH:21]=1. (3) Given the product [CH2:3]([O:5][C:6]([N:8]1[CH2:13][CH2:12][C:11]2[N:14]=[C:15]([CH2:17][OH:18])[O:16][C:10]=2[CH2:9]1)=[O:7])[CH3:4], predict the reactants needed to synthesize it. The reactants are: [BH4-].[Na+].[CH2:3]([O:5][C:6]([N:8]1[CH2:13][CH2:12][C:11]2[N:14]=[C:15]([CH:17]=[O:18])[O:16][C:10]=2[CH2:9]1)=[O:7])[CH3:4]. (4) Given the product [S:1]1[C:5]2[CH:6]=[C:7]([C:10]3[S:14][C:13]([NH:15][C:21](=[O:22])[O:20][C:17]([CH3:19])([CH3:18])[CH3:16])=[N:12][N:11]=3)[CH:8]=[CH:9][C:4]=2[CH:3]=[N:2]1, predict the reactants needed to synthesize it. The reactants are: [S:1]1[C:5]2[CH:6]=[C:7]([C:10]3[S:14][C:13]([NH2:15])=[N:12][N:11]=3)[CH:8]=[CH:9][C:4]=2[CH:3]=[N:2]1.[CH3:16][C:17]([O:20][C:21](O[C:21]([O:20][C:17]([CH3:19])([CH3:18])[CH3:16])=[O:22])=[O:22])([CH3:19])[CH3:18].[Li+].[Br-]. (5) Given the product [Cl:7][C:8]([Cl:13])([Cl:12])[C:9]([C:4]1[NH:3][C:2]([CH3:1])=[CH:6][CH:5]=1)=[O:10], predict the reactants needed to synthesize it. The reactants are: [CH3:1][C:2]1[NH:3][CH:4]=[CH:5][CH:6]=1.[Cl:7][C:8]([Cl:13])([Cl:12])[C:9](Cl)=[O:10].C([O-])([O-])=O.[K+].[K+].